From a dataset of Peptide-MHC class I binding affinity with 185,985 pairs from IEDB/IMGT. Regression. Given a peptide amino acid sequence and an MHC pseudo amino acid sequence, predict their binding affinity value. This is MHC class I binding data. (1) The peptide sequence is APAWSRRTL. The MHC is HLA-B51:01 with pseudo-sequence HLA-B51:01. The binding affinity (normalized) is 0. (2) The peptide sequence is WMRGRGRAL. The MHC is BoLA-T2b with pseudo-sequence BoLA-T2b. The binding affinity (normalized) is 0.0641. (3) The peptide sequence is TPSGTWLTY. The MHC is HLA-A02:01 with pseudo-sequence HLA-A02:01. The binding affinity (normalized) is 0.0847. (4) The peptide sequence is LMIGTAAAVV. The MHC is HLA-A02:01 with pseudo-sequence HLA-A02:01. The binding affinity (normalized) is 0.631. (5) The peptide sequence is VIANSTNAT. The MHC is HLA-A02:19 with pseudo-sequence HLA-A02:19. The binding affinity (normalized) is 0.0847. (6) The peptide sequence is HLPELIWRS. The MHC is HLA-A02:19 with pseudo-sequence HLA-A02:19. The binding affinity (normalized) is 0.0847. (7) The peptide sequence is CNKQSKEGK. The MHC is HLA-A11:01 with pseudo-sequence HLA-A11:01. The binding affinity (normalized) is 0. (8) The peptide sequence is KLVEITPIGL. The MHC is HLA-A02:02 with pseudo-sequence HLA-A02:02. The binding affinity (normalized) is 0.812.